Dataset: Full USPTO retrosynthesis dataset with 1.9M reactions from patents (1976-2016). Task: Predict the reactants needed to synthesize the given product. (1) Given the product [F:10][C:11]([F:19])([F:20])[C:12]1[CH:18]=[CH:17][C:15]([NH:16][C:2]2[N:7]=[C:6]([NH:16][C:15]3[CH:17]=[CH:18][C:12]([C:11]([F:10])([F:19])[F:20])=[CH:13][CH:14]=3)[C:5]([F:9])=[CH:4][N:3]=2)=[CH:14][CH:13]=1, predict the reactants needed to synthesize it. The reactants are: Cl[C:2]1[N:7]=[C:6](Cl)[C:5]([F:9])=[CH:4][N:3]=1.[F:10][C:11]([F:20])([F:19])[C:12]1[CH:18]=[CH:17][C:15]([NH2:16])=[CH:14][CH:13]=1. (2) Given the product [ClH:32].[NH2:8][C@H:9]([CH2:22][C:23]1[CH:28]=[C:27]([F:29])[C:26]([F:30])=[CH:25][C:24]=1[F:31])[CH2:10][C:11]([N:13]1[CH2:17][CH2:16][S:15][CH:14]1[C:18]([O:20][CH3:21])=[O:19])=[O:12], predict the reactants needed to synthesize it. The reactants are: C(OC([NH:8][C@H:9]([CH2:22][C:23]1[CH:28]=[C:27]([F:29])[C:26]([F:30])=[CH:25][C:24]=1[F:31])[CH2:10][C:11]([N:13]1[CH2:17][CH2:16][S:15][CH:14]1[C:18]([O:20][CH3:21])=[O:19])=[O:12])=O)(C)(C)C.[ClH:32].O1CCOCC1.